This data is from Forward reaction prediction with 1.9M reactions from USPTO patents (1976-2016). The task is: Predict the product of the given reaction. (1) Given the reactants [F:1][C:2]1[CH:3]=[C:4]([CH:8]=[CH:9][C:10]=1[N+:11]([O-:13])=[O:12])[C:5]([OH:7])=[O:6].[CH3:14]O, predict the reaction product. The product is: [F:1][C:2]1[CH:3]=[C:4]([CH:8]=[CH:9][C:10]=1[N+:11]([O-:13])=[O:12])[C:5]([O:7][CH3:14])=[O:6]. (2) Given the reactants C([O:8][C@H:9]1[CH2:13][CH2:12][CH2:11][C@@H:10]1[NH:14][C:15]1[CH:23]=[C:22]([N:24]2[C:32]3[CH2:31][C:30]([CH3:34])([CH3:33])[CH2:29][C:28](=[O:35])[C:27]=3[C:26]([CH3:36])=[N:25]2)[CH:21]=[CH:20][C:16]=1[C:17]([NH2:19])=[O:18])C1C=CC=CC=1, predict the reaction product. The product is: [OH:8][C@H:9]1[CH2:13][CH2:12][CH2:11][C@@H:10]1[NH:14][C:15]1[CH:23]=[C:22]([N:24]2[C:32]3[CH2:31][C:30]([CH3:33])([CH3:34])[CH2:29][C:28](=[O:35])[C:27]=3[C:26]([CH3:36])=[N:25]2)[CH:21]=[CH:20][C:16]=1[C:17]([NH2:19])=[O:18]. (3) Given the reactants [N:1]1([C:8]([N:10]2[CH2:13][CH:12]([O:14][C:15]3[CH:16]=[CH:17][C:18]([C:21]([NH:23][CH3:24])=[O:22])=[N:19][CH:20]=3)[CH2:11]2)=[O:9])[CH2:7][CH2:6][CH2:5][NH:4][CH2:3][CH2:2]1.[CH3:25][C:26]([CH3:28])=O, predict the reaction product. The product is: [CH3:25][CH:26]([N:4]1[CH2:5][CH2:6][CH2:7][N:1]([C:8]([N:10]2[CH2:11][CH:12]([O:14][C:15]3[CH:16]=[CH:17][C:18]([C:21]([NH:23][CH3:24])=[O:22])=[N:19][CH:20]=3)[CH2:13]2)=[O:9])[CH2:2][CH2:3]1)[CH3:28]. (4) Given the reactants [F:1][C:2]1[CH:3]=[CH:4][C:5]([CH2:8][O:9][C:10]2[CH:15]=[CH:14][N:13]([C:16]3[CH:21]=[CH:20][C:19]4[C:22]5[CH2:23][N:24](C(OC(C)(C)C)=O)[CH2:25][CH2:26][C:27]=5[O:28][C:18]=4[CH:17]=3)[C:12](=[O:36])[CH:11]=2)=[N:6][CH:7]=1.Cl.C([O-])(O)=O.[Na+], predict the reaction product. The product is: [F:1][C:2]1[CH:3]=[CH:4][C:5]([CH2:8][O:9][C:10]2[CH:15]=[CH:14][N:13]([C:16]3[CH:21]=[CH:20][C:19]4[C:22]5[CH2:23][NH:24][CH2:25][CH2:26][C:27]=5[O:28][C:18]=4[CH:17]=3)[C:12](=[O:36])[CH:11]=2)=[N:6][CH:7]=1. (5) Given the reactants [Br:1][C:2]1[CH:7]=[CH:6][C:5]([OH:8])=[CH:4][CH:3]=1.[CH2:9]1[O:11][C@H:10]1[CH2:12]Cl, predict the reaction product. The product is: [Br:1][C:2]1[CH:7]=[CH:6][C:5]([O:8][CH2:12][C@@H:10]2[CH2:9][O:11]2)=[CH:4][CH:3]=1. (6) Given the reactants [CH2:1]([O:3][C:4]([C:6]([CH3:18])([O:8][C:9]1[CH:10]=[C:11]([CH:15]=[CH:16][CH:17]=1)[C:12](O)=[O:13])[CH3:7])=[O:5])[CH3:2].CN.Cl.[CH3:22][N:23](C)CCCN=C=NCC, predict the reaction product. The product is: [CH2:1]([O:3][C:4](=[O:5])[C:6]([CH3:18])([O:8][C:9]1[CH:17]=[CH:16][CH:15]=[C:11]([C:12](=[O:13])[NH:23][CH3:22])[CH:10]=1)[CH3:7])[CH3:2]. (7) Given the reactants [CH3:1][O:2][C:3]1[C:8]2[N:9]=[C:10]([NH2:12])[S:11][C:7]=2[C:6]([N:13]2[CH2:18][CH2:17][O:16][CH2:15][CH2:14]2)=[CH:5][CH:4]=1.C(N(C(C)C)C(C)C)C.[Cl:28][C:29]1[CH:30]=[C:31]([CH:35]=[CH:36][N:37]=1)[C:32](Cl)=[O:33], predict the reaction product. The product is: [Cl:28][C:29]1[CH:30]=[C:31]([CH:35]=[CH:36][N:37]=1)[C:32]([NH:12][C:10]1[S:11][C:7]2[C:6]([N:13]3[CH2:18][CH2:17][O:16][CH2:15][CH2:14]3)=[CH:5][CH:4]=[C:3]([O:2][CH3:1])[C:8]=2[N:9]=1)=[O:33]. (8) Given the reactants [F:1][C:2]1[CH:3]=[C:4]([C:8]2[N:17]=[C:16]([C:18]([OH:20])=O)[C:15]3[C:10](=[CH:11][CH:12]=[CH:13][CH:14]=3)[N:9]=2)[CH:5]=[CH:6][CH:7]=1.Cl.[OH:22][C:23]1[C:32]([N:33]([CH3:35])[CH3:34])=[CH:31][CH:30]=[C:29]2[C:24]=1[CH2:25][CH2:26][NH:27][CH2:28]2, predict the reaction product. The product is: [F:1][C:2]1[CH:3]=[C:4]([C:8]2[N:17]=[C:16]([C:18]([N:27]3[CH2:26][CH2:25][C:24]4[C:29](=[CH:30][CH:31]=[C:32]([N:33]([CH3:35])[CH3:34])[C:23]=4[OH:22])[CH2:28]3)=[O:20])[C:15]3[C:10](=[CH:11][CH:12]=[CH:13][CH:14]=3)[N:9]=2)[CH:5]=[CH:6][CH:7]=1. (9) Given the reactants Cl.[F:2][C:3]1[CH:8]=[CH:7][C:6]([NH:9][C:10]2[C:15]([NH:16][NH2:17])=[N:14][C:13]3=[N:18][O:19][N:20]=[C:12]3[N:11]=2)=[CH:5][CH:4]=1.[NH:21]1[C:31]2[C:26](=[CH:27][CH:28]=[CH:29][CH:30]=2)[C:24](=O)[C:22]1=[O:23], predict the reaction product. The product is: [F:2][C:3]1[CH:8]=[CH:7][C:6]([NH:9][C:10]2[C:15]([NH:16][N:17]=[C:24]3[C:26]4[C:31](=[CH:30][CH:29]=[CH:28][CH:27]=4)[NH:21][C:22]3=[O:23])=[N:14][C:13]3[C:12](=[N:20][O:19][N:18]=3)[N:11]=2)=[CH:5][CH:4]=1.